From a dataset of Forward reaction prediction with 1.9M reactions from USPTO patents (1976-2016). Predict the product of the given reaction. Given the reactants [NH:1]1[CH2:6][CH2:5][CH:4]([NH:7][C:8]([C:10]2[C:14]3[N:15]=[CH:16][N:17]=[C:18]([C:19]4[CH:24]=[C:23]([CH3:25])[CH:22]=[CH:21][C:20]=4[O:26][CH2:27][CH:28]4[CH2:30][CH2:29]4)[C:13]=3[NH:12][CH:11]=2)=[O:9])[CH2:3][CH2:2]1.Cl[C:32]([C@@H:34]([O:36]C(=O)C)[CH3:35])=[O:33], predict the reaction product. The product is: [OH:36][C@@H:34]([CH3:35])[C:32]([N:1]1[CH2:2][CH2:3][CH:4]([NH:7][C:8]([C:10]2[C:14]3[N:15]=[CH:16][N:17]=[C:18]([C:19]4[CH:24]=[C:23]([CH3:25])[CH:22]=[CH:21][C:20]=4[O:26][CH2:27][CH:28]4[CH2:29][CH2:30]4)[C:13]=3[NH:12][CH:11]=2)=[O:9])[CH2:5][CH2:6]1)=[O:33].